The task is: Predict the product of the given reaction.. This data is from Forward reaction prediction with 1.9M reactions from USPTO patents (1976-2016). (1) Given the reactants [C:1]([O:5][C:6](=[O:16])[CH2:7]P(OCC)(OCC)=O)([CH3:4])([CH3:3])[CH3:2].[H-].[Na+].[Br:19][C:20]1[CH:21]=[C:22]2[C:26](=[CH:27][CH:28]=1)[C:25]1([CH2:33][CH2:32][C:31](=O)[CH2:30][CH2:29]1)[CH2:24][CH2:23]2, predict the reaction product. The product is: [Br:19][C:20]1[CH:21]=[C:22]2[C:26](=[CH:27][CH:28]=1)[C:25]1([CH2:33][CH2:32][C:31](=[CH:7][C:6]([O:5][C:1]([CH3:2])([CH3:3])[CH3:4])=[O:16])[CH2:30][CH2:29]1)[CH2:24][CH2:23]2. (2) Given the reactants [Br:1][C:2]1[CH:3]=[CH:4][C:5](I)=[N:6][CH:7]=1.[C:9]1(B(O)O)[CH:14]=[CH:13][CH:12]=[CH:11][CH:10]=1.C(=O)([O-])[O-].[K+].[K+].COCCOC, predict the reaction product. The product is: [Br:1][C:2]1[CH:3]=[CH:4][C:5]([C:9]2[CH:14]=[CH:13][CH:12]=[CH:11][CH:10]=2)=[N:6][CH:7]=1. (3) Given the reactants [CH3:1][C:2]1([CH3:19])[C:7](=[O:8])[CH2:6][CH2:5][N:4]([C:9]([O:11][CH2:12][C:13]2[CH:18]=[CH:17][CH:16]=[CH:15][CH:14]=2)=[O:10])[CH2:3]1.[Br-:20].[Br-].[Br-].C1([N+](C)(C)C)C=CC=CC=1.C1([N+](C)(C)C)C=CC=CC=1.C1([N+](C)(C)C)C=CC=CC=1, predict the reaction product. The product is: [Br:20][CH:6]1[CH2:5][N:4]([C:9]([O:11][CH2:12][C:13]2[CH:18]=[CH:17][CH:16]=[CH:15][CH:14]=2)=[O:10])[CH2:3][C:2]([CH3:19])([CH3:1])[C:7]1=[O:8]. (4) Given the reactants [C:1]([O:5][C:6](=[O:55])[CH2:7][CH:8]1[CH2:13][CH:12]([CH2:14][CH2:15][C:16]2[N:17]([CH:50]([CH3:52])[CH3:51])[C:18]([C:34](=[O:49])[NH:35][CH2:36][C:37]3[CH:42]=[CH:41][CH:40]=[C:39]([CH2:43]OS(C)(=O)=O)[CH:38]=3)=[C:19]([C:28]3[CH:33]=[CH:32][CH:31]=[CH:30][CH:29]=3)[C:20]=2[C:21]2[CH:26]=[CH:25][C:24]([F:27])=[CH:23][CH:22]=2)[O:11][C:10]([CH3:54])([CH3:53])[O:9]1)([CH3:4])([CH3:3])[CH3:2].[N-:56]=[N+:57]=[N-:58].[Na+], predict the reaction product. The product is: [C:1]([O:5][C:6](=[O:55])[CH2:7][CH:8]1[CH2:13][CH:12]([CH2:14][CH2:15][C:16]2[N:17]([CH:50]([CH3:51])[CH3:52])[C:18]([C:34](=[O:49])[NH:35][CH2:36][C:37]3[CH:42]=[CH:41][CH:40]=[C:39]([CH2:43][N:56]=[N+:57]=[N-:58])[CH:38]=3)=[C:19]([C:28]3[CH:29]=[CH:30][CH:31]=[CH:32][CH:33]=3)[C:20]=2[C:21]2[CH:26]=[CH:25][C:24]([F:27])=[CH:23][CH:22]=2)[O:11][C:10]([CH3:54])([CH3:53])[O:9]1)([CH3:4])([CH3:2])[CH3:3].